Dataset: Reaction yield outcomes from USPTO patents with 853,638 reactions. Task: Predict the reaction yield, written as a fraction of the theoretical maximum amount of product (1.0 means a 100% yield; for example, 0.34 means a 34% yield). The reactants are [CH3:1][N:2]1[CH:6]=[CH:5][N:4]=[C:3]1[CH2:7][O:8][C:9]1[CH:10]=[C:11]([O:23][C:24]2[CH:29]=[CH:28][C:27]([S:30]([CH3:33])(=[O:32])=[O:31])=[CH:26][CH:25]=2)[CH:12]=[C:13]2[C:17]=1[NH:16][C:15]([C:18]([O:20]CC)=[O:19])=[CH:14]2. The catalyst is O1CCCC1.C(O)C.[OH-].[Na+]. The product is [CH3:1][N:2]1[CH:6]=[CH:5][N:4]=[C:3]1[CH2:7][O:8][C:9]1[CH:10]=[C:11]([O:23][C:24]2[CH:29]=[CH:28][C:27]([S:30]([CH3:33])(=[O:32])=[O:31])=[CH:26][CH:25]=2)[CH:12]=[C:13]2[C:17]=1[NH:16][C:15]([C:18]([OH:20])=[O:19])=[CH:14]2. The yield is 0.860.